Dataset: Forward reaction prediction with 1.9M reactions from USPTO patents (1976-2016). Task: Predict the product of the given reaction. Given the reactants [CH3:1][C:2]1[S:6][C:5](=[NH:7])[N:4]([C:8]2[CH:21]=[CH:20][C:11]3[O:12][C:13]([F:19])([F:18])[C:14]([F:17])([F:16])[O:15][C:10]=3[CH:9]=2)[CH:3]=1.C(N(C(C)C)CC)(C)C.[CH3:31][S:32](Cl)(=[O:34])=[O:33], predict the reaction product. The product is: [CH3:1][C:2]1[S:6]/[C:5](=[N:7]\[S:32]([CH3:31])(=[O:34])=[O:33])/[N:4]([C:8]2[CH:21]=[CH:20][C:11]3[O:12][C:13]([F:19])([F:18])[C:14]([F:16])([F:17])[O:15][C:10]=3[CH:9]=2)[CH:3]=1.